Predict the product of the given reaction. From a dataset of Forward reaction prediction with 1.9M reactions from USPTO patents (1976-2016). (1) Given the reactants Cl.[CH3:2][O:3][C:4](=[O:14])[CH2:5][C:6]1[CH:11]=[CH:10][CH:9]=[C:8]([CH2:12][NH2:13])[CH:7]=1.[CH2:15]([S:18](Cl)(=[O:20])=[O:19])[CH2:16][CH3:17].C(N(CC)C(C)C)(C)C, predict the reaction product. The product is: [CH3:2][O:3][C:4](=[O:14])[CH2:5][C:6]1[CH:11]=[CH:10][CH:9]=[C:8]([CH2:12][NH:13][S:18]([CH2:15][CH2:16][CH3:17])(=[O:20])=[O:19])[CH:7]=1. (2) Given the reactants [OH:1][C:2]1[CH:11]=[C:10]([C:12]([OH:14])=[O:13])[C:9]2[C:4](=[CH:5][CH:6]=[CH:7][CH:8]=2)[N:3]=1.Cl.[CH3:16]O, predict the reaction product. The product is: [OH:1][C:2]1[CH:11]=[C:10]([C:12]([O:14][CH3:16])=[O:13])[C:9]2[C:4](=[CH:5][CH:6]=[CH:7][CH:8]=2)[N:3]=1. (3) Given the reactants Cl[C:2]1[N:7]=[C:6]([NH:8][CH2:9][CH2:10][CH3:11])[N:5]=[C:4]([NH:12][CH2:13][CH2:14][CH3:15])[N:3]=1.Cl.[CH3:17][O:18][NH2:19].[OH-].[Na+], predict the reaction product. The product is: [CH2:13]([NH:12][C:4]1[N:5]=[C:6]([NH:8][CH2:9][CH2:10][CH3:11])[N:7]=[C:2]([NH:19][O:18][CH3:17])[N:3]=1)[CH2:14][CH3:15]. (4) The product is: [Cl:19][C:17]1[CH:16]=[CH:15][C:14]([CH3:20])=[C:13]([CH:18]=1)[C:34]([CH:31]1[CH2:32][CH2:33][N:28]([C:21]([O:23][C:24]([CH3:27])([CH3:26])[CH3:25])=[O:22])[CH2:29][CH2:30]1)=[O:39]. Given the reactants C([Mg]Cl)CCC.[Li]CCCC.Br[C:13]1[CH:18]=[C:17]([Cl:19])[CH:16]=[CH:15][C:14]=1[CH3:20].[C:21]([N:28]1[CH2:33][CH2:32][CH:31]([C:34](=[O:39])N(OC)C)[CH2:30][CH2:29]1)([O:23][C:24]([CH3:27])([CH3:26])[CH3:25])=[O:22].C(O)(=O)CC(CC(O)=O)(C(O)=O)O, predict the reaction product. (5) Given the reactants [NH2:1][C:2]1[CH:3]=[C:4]2[C:8](=[CH:9][CH:10]=1)[N:7]([C:11]1[CH:16]=[CH:15][C:14]([NH2:17])=[CH:13][CH:12]=1)[N:6]=[CH:5]2.[C:18]([C:21]1[CH:26]=[CH:25][N+:24]([O-:27])=[CH:23][CH:22]=1)([OH:20])=O.[OH:28][CH:29]1[CH2:34][CH2:33][N:32]([C:35]2[CH:43]=[CH:42][C:38]([C:39](O)=[O:40])=[CH:37][CH:36]=2)[CH2:31][CH2:30]1, predict the reaction product. The product is: [OH:28][CH:29]1[CH2:30][CH2:31][N:32]([C:35]2[CH:43]=[CH:42][C:38]([C:39]([NH:1][C:2]3[CH:3]=[C:4]4[C:8](=[CH:9][CH:10]=3)[N:7]([C:11]3[CH:16]=[CH:15][C:14]([NH:17][C:18]([C:21]5[CH:26]=[CH:25][N+:24]([O-:27])=[CH:23][CH:22]=5)=[O:20])=[CH:13][CH:12]=3)[N:6]=[CH:5]4)=[O:40])=[CH:37][CH:36]=2)[CH2:33][CH2:34]1. (6) Given the reactants C(O[BH-](OC(=O)C)OC(=O)C)(=O)C.[Na+].[C:15]([O:19][C:20]([CH2:22][NH:23][CH:24]1[CH2:28][CH2:27][C:26](=O)[CH2:25]1)=[O:21])([CH3:18])([CH3:17])[CH3:16].[CH3:30][CH:31]1[CH2:36][CH2:35][NH:34][CH2:33][CH2:32]1.C(O)(=O)C.[OH-].[Na+].[ClH:43].C(OCC)C, predict the reaction product. The product is: [ClH:43].[C:15]([O:19][C:20]([CH2:22][NH:23][C@H:24]1[CH2:28][CH2:27][C@@H:26]([N:34]2[CH2:35][CH2:36][CH:31]([CH3:30])[CH2:32][CH2:33]2)[CH2:25]1)=[O:21])([CH3:18])([CH3:17])[CH3:16].